Dataset: Reaction yield outcomes from USPTO patents with 853,638 reactions. Task: Predict the reaction yield, written as a fraction of the theoretical maximum amount of product (1.0 means a 100% yield; for example, 0.34 means a 34% yield). (1) The reactants are [N:1]1[CH:6]=[CH:5][CH:4]=[C:3]([CH2:7][NH:8][C:9]([C:11]2[S:15][C:14]([C:16]3[NH:17][N:18]=[CH:19][CH:20]=3)=[N:13][C:12]=2[CH3:21])=[O:10])[CH:2]=1.Br[CH2:23][C:24]1[CH:29]=[CH:28][C:27]([Cl:30])=[CH:26][C:25]=1[F:31]. No catalyst specified. The product is [N:1]1[CH:6]=[CH:5][CH:4]=[C:3]([CH2:7][NH:8][C:9]([C:11]2[S:15][C:14]([C:16]3[CH:20]=[CH:19][N:18]([CH2:23][C:24]4[CH:29]=[CH:28][C:27]([Cl:30])=[CH:26][C:25]=4[F:31])[N:17]=3)=[N:13][C:12]=2[CH3:21])=[O:10])[CH:2]=1. The yield is 0.510. (2) The reactants are C([O:8][C@@H:9]1[C@@:13]([CH2:23][O:24][S:25]([C:28]2[CH:33]=[CH:32][C:31]([CH3:34])=[CH:30][CH:29]=2)(=[O:27])=[O:26])([CH2:14][O:15]CC2C=CC=CC=2)[O:12][C@@H:11]([N:35]2[CH:42]=[CH:41][C:39](=[O:40])[NH:38][C:36]2=[O:37])[C@@H:10]1[O:43][S:44]([C:47]1[CH:52]=[CH:51][C:50]([CH3:53])=[CH:49][CH:48]=1)(=[O:46])=[O:45])C1C=CC=CC=1. The catalyst is C(O)C.[OH-].[Pd+2].[OH-]. The product is [C:50]1([CH3:53])[CH:51]=[CH:52][C:47]([S:44]([O:43][C@@H:10]2[C@H:9]([OH:8])[C@@:13]([CH2:23][O:24][S:25]([C:28]3[CH:29]=[CH:30][C:31]([CH3:34])=[CH:32][CH:33]=3)(=[O:26])=[O:27])([CH2:14][OH:15])[O:12][C@H:11]2[N:35]2[CH:42]=[CH:41][C:39](=[O:40])[NH:38][C:36]2=[O:37])(=[O:46])=[O:45])=[CH:48][CH:49]=1. The yield is 0.490. (3) The reactants are C([O:4][C@H:5]1[C@H:10]([O:11][C:12](=[O:19])[C:13]2[CH:18]=[CH:17][CH:16]=[CH:15][CH:14]=2)[C@@H:9]([CH2:20][O:21][C:22](=[O:29])[C:23]2[CH:28]=[CH:27][CH:26]=[CH:25][CH:24]=2)[O:8][C@H:7]([O:30][C@H:31]2[C@@H:44]([O:45][CH2:46][C:47]3[CH:52]=[CH:51][CH:50]=[CH:49][CH:48]=3)[C@H:43]([O:53][CH2:54][C:55]3[CH:60]=[CH:59][CH:58]=[CH:57][CH:56]=3)[C@@H:42]([CH2:61][O:62][CH2:63][C:64]3[CH:69]=[CH:68][CH:67]=[CH:66][CH:65]=3)[O:41][C@@H:32]2[O:33][CH2:34][C:35]2[CH:40]=[CH:39][CH:38]=[CH:37][CH:36]=2)[C@H:6]1[O:70][C:71](=[O:78])[C:72]1[CH:77]=[CH:76][CH:75]=[CH:74][CH:73]=1)C=C. The catalyst is CO.ClCCCl.Cl[Pd]Cl. The product is [C:71]([O:70][C@H:6]1[C@@H:5]([OH:4])[C@H:10]([O:11][C:12](=[O:19])[C:13]2[CH:14]=[CH:15][CH:16]=[CH:17][CH:18]=2)[C@@H:9]([CH2:20][O:21][C:22](=[O:29])[C:23]2[CH:24]=[CH:25][CH:26]=[CH:27][CH:28]=2)[O:8][C@@H:7]1[O:30][C@H:31]1[C@@H:44]([O:45][CH2:46][C:47]2[CH:48]=[CH:49][CH:50]=[CH:51][CH:52]=2)[C@H:43]([O:53][CH2:54][C:55]2[CH:56]=[CH:57][CH:58]=[CH:59][CH:60]=2)[C@@H:42]([CH2:61][O:62][CH2:63][C:64]2[CH:65]=[CH:66][CH:67]=[CH:68][CH:69]=2)[O:41][C@@H:32]1[O:33][CH2:34][C:35]1[CH:40]=[CH:39][CH:38]=[CH:37][CH:36]=1)(=[O:78])[C:72]1[CH:77]=[CH:76][CH:75]=[CH:74][CH:73]=1. The yield is 0.910. (4) The reactants are Cl[C:2]1[CH:3]=[N:4][C:5]2[C:10]([N:11]=1)=[CH:9][C:8]([C:12]([C:14]1[CH:19]=[CH:18][C:17]([NH:20][C:21](=[O:26])[C:22]([CH3:25])([CH3:24])[CH3:23])=[CH:16][CH:15]=1)=[O:13])=[CH:7][CH:6]=2.CC1(C)C(C)(C)OB([C:35]2[CH2:40][CH2:39][N:38]([C:41]([O:43][C:44]([CH3:47])([CH3:46])[CH3:45])=[O:42])[CH2:37][CH:36]=2)O1.C([O-])([O-])=O.[Na+].[Na+]. The catalyst is CC#N.O.C1C=CC([P]([Pd]([P](C2C=CC=CC=2)(C2C=CC=CC=2)C2C=CC=CC=2)([P](C2C=CC=CC=2)(C2C=CC=CC=2)C2C=CC=CC=2)[P](C2C=CC=CC=2)(C2C=CC=CC=2)C2C=CC=CC=2)(C2C=CC=CC=2)C2C=CC=CC=2)=CC=1. The product is [C:21]([NH:20][C:17]1[CH:18]=[CH:19][C:14]([C:12]([C:8]2[CH:9]=[C:10]3[C:5]([N:4]=[CH:3][C:2]([C:35]4[CH2:40][CH2:39][N:38]([C:41]([O:43][C:44]([CH3:47])([CH3:46])[CH3:45])=[O:42])[CH2:37][CH:36]=4)=[N:11]3)=[CH:6][CH:7]=2)=[O:13])=[CH:15][CH:16]=1)(=[O:26])[C:22]([CH3:25])([CH3:24])[CH3:23]. The yield is 0.840. (5) The reactants are [CH2:1]([O:4][N:5]([C@H:18]1[CH2:23][N:22](C(OC(C)(C)C)=O)[C@H:21]([C:31](=[O:33])[NH2:32])[C:20]([CH3:34])=[C:19]1[CH3:35])[S:6]([C:9]1[CH:14]=[CH:13][CH:12]=[CH:11][C:10]=1[N+:15]([O-:17])=[O:16])(=[O:8])=[O:7])[CH:2]=[CH2:3].C(ON([C@H]1CN[C@H](C(N)=O)C=C1C)S(C1C=CC=CC=1[N+]([O-])=O)(=O)=O)C=C. No catalyst specified. The product is [CH2:1]([O:4][N:5]([C@H:18]1[CH2:23][NH:22][C@H:21]([C:31]([NH2:32])=[O:33])[C:20]([CH3:34])=[C:19]1[CH3:35])[S:6]([C:9]1[CH:14]=[CH:13][CH:12]=[CH:11][C:10]=1[N+:15]([O-:17])=[O:16])(=[O:8])=[O:7])[CH:2]=[CH2:3]. The yield is 0.750. (6) The reactants are [C:1]([CH2:3][C:4]1([N:15]2[CH2:20][CH2:19][CH:18]([NH:21][C@@H:22]3[CH2:24][C@H:23]3[C:25]3[CH:30]=[CH:29][CH:28]=[CH:27][CH:26]=3)[CH2:17][CH2:16]2)[CH2:7][N:6]([C:8]([O:10][C:11]([CH3:14])([CH3:13])[CH3:12])=[O:9])[CH2:5]1)#[N:2].C(N(CC)C(C)C)(C)C.[F:40][C:41]([F:52])([F:51])[C:42](O[C:42](=[O:43])[C:41]([F:52])([F:51])[F:40])=[O:43]. The catalyst is C(Cl)Cl. The product is [C:1]([CH2:3][C:4]1([N:15]2[CH2:20][CH2:19][CH:18]([N:21]([C@@H:22]3[CH2:24][C@H:23]3[C:25]3[CH:30]=[CH:29][CH:28]=[CH:27][CH:26]=3)[C:42](=[O:43])[C:41]([F:52])([F:51])[F:40])[CH2:17][CH2:16]2)[CH2:5][N:6]([C:8]([O:10][C:11]([CH3:14])([CH3:13])[CH3:12])=[O:9])[CH2:7]1)#[N:2]. The yield is 0.820. (7) The yield is 0.390. No catalyst specified. The product is [Cl:1][C:2]1[C:11]2[C:6](=[CH:7][CH:8]=[CH:9][CH:10]=2)[CH:5]=[CH:4][C:3]=1[O:12][CH2:13][C:14]([CH3:17])([NH:16][CH2:24][C:20]1[N:19]([CH3:18])[CH:23]=[CH:22][CH:21]=1)[CH3:15]. The reactants are [Cl:1][C:2]1[C:11]2[C:6](=[CH:7][CH:8]=[CH:9][CH:10]=2)[CH:5]=[CH:4][C:3]=1[O:12][CH2:13][C:14]([CH3:17])([NH2:16])[CH3:15].[CH3:18][N:19]1[CH:23]=[CH:22][CH:21]=[C:20]1[CH:24]=O. (8) The reactants are [CH2:1]([O:3][C:4](=[O:35])[CH:5]=[CH:6][CH:7]1[CH2:9][C:8]1([C@@H:17]1[C@:25]2([CH3:26])[C@H:20]([C@@H:21]([O:27][Si:28]([C:31]([CH3:34])([CH3:33])[CH3:32])([CH3:30])[CH3:29])[CH2:22][CH2:23][CH2:24]2)[CH2:19][CH2:18]1)[CH2:10][CH2:11][CH2:12][C:13]([OH:16])([CH3:15])[CH3:14])[CH3:2].[H][H].CCCCCC.C(OCC)(=O)C. The catalyst is C(O)C.[Pd]. The product is [CH2:1]([O:3][C:4](=[O:35])[CH2:5][CH2:6][CH2:7][C:8]([C@@H:17]1[C@:25]2([CH3:26])[C@H:20]([C@@H:21]([O:27][Si:28]([C:31]([CH3:34])([CH3:33])[CH3:32])([CH3:29])[CH3:30])[CH2:22][CH2:23][CH2:24]2)[CH2:19][CH2:18]1)([CH3:9])[CH2:10][CH2:11][CH2:12][C:13]([OH:16])([CH3:15])[CH3:14])[CH3:2]. The yield is 0.990. (9) The reactants are [CH:1]1([C@@H:7]([NH:9][C:10]([C:12]2[C:21]3[C:16](=[CH:17][CH:18]=[CH:19][CH:20]=3)[N:15]=[C:14]([C:22]3[CH:27]=[CH:26][CH:25]=[CH:24][CH:23]=3)[C:13]=2[CH2:28][N:29]2[CH2:34][CH2:33][NH:32][CH2:31][CH2:30]2)=[O:11])[CH3:8])[CH2:6][CH2:5][CH2:4][CH2:3][CH2:2]1.[N:35]1[CH:40]=[CH:39][N:38]=[C:37]2[C:41]([O:43][C:44](=[O:45])[C:36]=12)=[O:42]. The catalyst is C1COCC1. The product is [CH:1]1([C@@H:7]([NH:9][C:10]([C:12]2[C:21]3[C:16](=[CH:17][CH:18]=[CH:19][CH:20]=3)[N:15]=[C:14]([C:22]3[CH:23]=[CH:24][CH:25]=[CH:26][CH:27]=3)[C:13]=2[CH2:28][N:29]2[CH2:34][CH2:33][N:32]([C:41]([C:37]3[C:36]([C:44]([OH:45])=[O:43])=[N:35][CH:40]=[CH:39][N:38]=3)=[O:42])[CH2:31][CH2:30]2)=[O:11])[CH3:8])[CH2:6][CH2:5][CH2:4][CH2:3][CH2:2]1. The yield is 0.950.